From a dataset of Full USPTO retrosynthesis dataset with 1.9M reactions from patents (1976-2016). Predict the reactants needed to synthesize the given product. (1) Given the product [Cl:1][C:2]1[CH:3]=[C:4]([C:8]2[CH:13]=[C:12]([CH2:14][C:15]3[CH:20]=[CH:19][C:18]([NH:21][C:31]([NH2:32])=[O:34])=[CH:17][CH:16]=3)[CH:11]=[N:10][C:9]=2[O:24][CH3:25])[CH:5]=[CH:6][CH:7]=1, predict the reactants needed to synthesize it. The reactants are: [Cl:1][C:2]1[CH:3]=[C:4]([C:8]2[C:9]([O:24][CH3:25])=[N:10][CH:11]=[C:12]([CH2:14][C:15]3[CH:20]=[CH:19][C:18]([N+:21]([O-])=O)=[CH:17][CH:16]=3)[CH:13]=2)[CH:5]=[CH:6][CH:7]=1.BrCC1C=C(C2C=CC=C(Cl)C=2)[C:31]([O:34]C)=[N:32]C=1.[N+](C1C=CC(B(O)O)=CC=1)([O-])=O. (2) Given the product [CH3:26][O:25][C:22]1[N:21]([CH2:27][C:28]2[CH:33]=[CH:32][CH:31]=[CH:30][N:29]=2)[C:20]2[CH:19]=[CH:18][CH:17]=[C:16]([O:15][CH2:14][C:9]3[C:8]([CH3:34])=[C:7]([N:5]([CH3:6])[C:3](=[O:4])[CH2:2][NH:1][C:46](=[O:47])[CH2:45][CH2:44][C:42]4[CH:43]=[C:38]5[O:37][C:36](=[O:35])[NH:49][C:39]5=[N:40][CH:41]=4)[CH:12]=[CH:11][C:10]=3[CH3:13])[C:24]=2[N:23]=1, predict the reactants needed to synthesize it. The reactants are: [NH2:1][CH2:2][C:3]([N:5]([C:7]1[CH:12]=[CH:11][C:10]([CH3:13])=[C:9]([CH2:14][O:15][C:16]2[C:24]3[N:23]=[C:22]([O:25][CH3:26])[N:21]([CH2:27][C:28]4[CH:33]=[CH:32][CH:31]=[CH:30][N:29]=4)[C:20]=3[CH:19]=[CH:18][CH:17]=2)[C:8]=1[CH3:34])[CH3:6])=[O:4].[O:35]=[C:36]1[NH:49][C:39]2=[N:40][CH:41]=[C:42]([CH2:44][CH2:45][C:46](O)=[O:47])[CH:43]=[C:38]2[O:37]1.ClC1C(COC2C3N=C(OC)N(CC4C=CC=CN=4)C=3C=CC=2)=C(Cl)C=CC=1N(C)C(=O)CNC(=O)CCC1C=CC(C(NCCOC)=O)=CC=1. (3) Given the product [CH:13]1([NH:12][CH2:11][C:3]2[C:2]([F:1])=[CH:7][CH:6]=[CH:5][C:4]=2[NH2:8])[CH2:14][CH2:15]1, predict the reactants needed to synthesize it. The reactants are: [F:1][C:2]1[CH:7]=[CH:6][CH:5]=[C:4]([N+:8]([O-])=O)[C:3]=1[CH2:11][NH:12][CH:13]1[CH2:15][CH2:14]1. (4) Given the product [Cl:1][C:2]1[CH:3]([OH:20])[N:4]([C:9]2[CH:13]=[C:12]([CH2:14][CH:15]=[C:16]([CH3:17])[CH3:18])[N:11]([CH3:19])[N:10]=2)[C:5](=[O:8])[C:6]=1[CH3:7].[Cl:1][C:2]1[C:3](=[O:20])[N:4]([C:9]2[CH:13]=[C:12]([CH2:14][CH:15]=[C:16]([CH3:17])[CH3:18])[N:11]([CH3:19])[N:10]=2)[CH:5]([OH:8])[C:6]=1[CH3:7], predict the reactants needed to synthesize it. The reactants are: [Cl:1][C:2]1[C:3](=[O:20])[N:4]([C:9]2[CH:13]=[C:12]([CH2:14][CH:15]=[C:16]([CH3:18])[CH3:17])[N:11]([CH3:19])[N:10]=2)[C:5](=[O:8])[C:6]=1[CH3:7].[BH4-].[Na+].O.ClCCl. (5) Given the product [I:1][C:2]1[N:7]=[CH:6][C:5]([CH:8]=[O:9])=[CH:4][CH:3]=1, predict the reactants needed to synthesize it. The reactants are: [I:1][C:2]1[N:7]=[CH:6][C:5]([CH2:8][OH:9])=[CH:4][CH:3]=1. (6) Given the product [NH2:1][C:2]1[C:10]([NH:11][CH:19]=[O:20])=[CH:9][CH:8]=[CH:7][C:3]=1[C:4]([OH:6])=[O:5], predict the reactants needed to synthesize it. The reactants are: [NH2:1][C:2]1[C:10]([N+:11]([O-])=O)=[CH:9][CH:8]=[CH:7][C:3]=1[C:4]([OH:6])=[O:5].[OH-].[Na+].[H][H].Cl.[CH:19](O)=[O:20].